Dataset: Peptide-MHC class II binding affinity with 134,281 pairs from IEDB. Task: Regression. Given a peptide amino acid sequence and an MHC pseudo amino acid sequence, predict their binding affinity value. This is MHC class II binding data. (1) The peptide sequence is ILSEGNSFTAPNESY. The MHC is DRB1_0101 with pseudo-sequence DRB1_0101. The binding affinity (normalized) is 0.220. (2) The peptide sequence is EEFCTLASRFLVEED. The MHC is DRB3_0101 with pseudo-sequence DRB3_0101. The binding affinity (normalized) is 0.0807. (3) The peptide sequence is VRPIDDRFGLALSHL. The MHC is HLA-DQA10601-DQB10402 with pseudo-sequence HLA-DQA10601-DQB10402. The binding affinity (normalized) is 0. (4) The peptide sequence is DPWTIYAIGGSSNPT. The MHC is DRB4_0101 with pseudo-sequence DRB4_0103. The binding affinity (normalized) is 0.402. (5) The peptide sequence is GWIISNIFGAIPVLA. The MHC is DRB1_0301 with pseudo-sequence DRB1_0301. The binding affinity (normalized) is 0.251. (6) The peptide sequence is KLRSAGEVEIQFRRV. The MHC is HLA-DPA10103-DPB10201 with pseudo-sequence HLA-DPA10103-DPB10201. The binding affinity (normalized) is 0.492.